Dataset: Forward reaction prediction with 1.9M reactions from USPTO patents (1976-2016). Task: Predict the product of the given reaction. (1) Given the reactants Cl.[C:2]1([CH:8]2[CH2:13][CH2:12][N:11]([CH2:14][C:15]3[S:19][C:18]([NH2:20])=[N:17][CH:16]=3)[CH2:10][CH2:9]2)[CH:7]=[CH:6][CH:5]=[CH:4][CH:3]=1.[CH3:21][S:22](Cl)(=[O:24])=[O:23], predict the reaction product. The product is: [C:2]1([CH:8]2[CH2:9][CH2:10][N:11]([CH2:14][C:15]3[S:19][C:18]([NH:20][S:22]([CH3:21])(=[O:24])=[O:23])=[N:17][CH:16]=3)[CH2:12][CH2:13]2)[CH:3]=[CH:4][CH:5]=[CH:6][CH:7]=1. (2) Given the reactants [H-].[Na+].[C:3]([NH:7][C:8]1[C:13]([CH2:14][NH:15][C:16]2[CH:21]=[CH:20][C:19]([F:22])=[C:18]([N+:23]([O-:25])=[O:24])[CH:17]=2)=[CH:12][N:11]=[C:10]([Cl:26])[CH:9]=1)([CH3:6])([CH3:5])[CH3:4].Cl[C:28](Cl)([O:30]C(=O)OC(Cl)(Cl)Cl)Cl, predict the reaction product. The product is: [C:3]([N:7]1[C:8]2[CH:9]=[C:10]([Cl:26])[N:11]=[CH:12][C:13]=2[CH2:14][N:15]([C:16]2[CH:21]=[CH:20][C:19]([F:22])=[C:18]([N+:23]([O-:25])=[O:24])[CH:17]=2)[C:28]1=[O:30])([CH3:6])([CH3:4])[CH3:5]. (3) Given the reactants Cl.Cl.[NH2:3][C:4]1[CH:9]=[CH:8][C:7]([N:10]2[CH:14]=[CH:13][N:12]=[C:11]2[SH:15])=[CH:6][CH:5]=1.CI.[CH3:18]CN(CC)CC, predict the reaction product. The product is: [NH2:3][C:4]1[CH:5]=[CH:6][C:7]([N:10]2[CH:14]=[CH:13][N:12]=[C:11]2[S:15][CH3:18])=[CH:8][CH:9]=1. (4) Given the reactants [C:1]([C:3]1[CH:8]=[CH:7][C:6]([C:9]2[NH:10][C:11]([C:21]3[CH:26]=[CH:25][N:24]=[CH:23][CH:22]=3)=[C:12]([C:14]3[CH:19]=[CH:18][C:17](F)=[CH:16][CH:15]=3)[N:13]=2)=[CH:5][CH:4]=1)#[N:2].[H-].[H-].[H-].[H-].[Li+].[Al+3].[OH-].[Na+], predict the reaction product. The product is: [NH2:2][CH2:1][C:3]1[CH:8]=[CH:7][C:6]([C:9]2[NH:10][C:11]([C:21]3[CH:22]=[CH:23][N:24]=[CH:25][CH:26]=3)=[C:12]([C:14]3[CH:19]=[CH:18][CH:17]=[CH:16][CH:15]=3)[N:13]=2)=[CH:5][CH:4]=1. (5) Given the reactants [CH3:1][O:2][C:3]1[CH:22]=[CH:21][C:6]([CH2:7][C@@H:8]2[C:12]3=[N:13][C:14]4[CH:19]=[CH:18][CH:17]=[CH:16][C:15]=4[N:11]3[C:10](=[O:20])[NH:9]2)=[CH:5][CH:4]=1.[Cl:23][C:24]1[CH:25]=[C:26]([C@@H:30]([NH2:32])[CH3:31])[CH:27]=[CH:28][CH:29]=1.C(O)(C(F)(F)F)=O, predict the reaction product. The product is: [NH:11]1[C:15]2[CH:16]=[CH:17][CH:18]=[CH:19][C:14]=2[N:13]=[C:12]1[C@H:8]([NH:9][C:10]([NH:32][C@H:30]([C:26]1[CH:27]=[CH:28][CH:29]=[C:24]([Cl:23])[CH:25]=1)[CH3:31])=[O:20])[CH2:7][C:6]1[CH:21]=[CH:22][C:3]([O:2][CH3:1])=[CH:4][CH:5]=1. (6) Given the reactants [NH2:1][C:2]1[N:6]([CH3:7])[C:5]([C:8]#[N:9])=[CH:4][CH:3]=1.[CH2:10]([N:12]1[C:21]2[C:16](=[CH:17][C:18]([NH:22][C:23]([CH2:25][CH:26]([CH3:31])[CH2:27][C:28](O)=[O:29])=[O:24])=[CH:19][CH:20]=2)[C:15](=[O:32])[N:14]([CH2:33][CH3:34])[C:13]1=[O:35])[CH3:11].CCN(C(C)C)C(C)C.C(P1(=O)OP(CCC)(=O)OP(CCC)(=O)O1)CC, predict the reaction product. The product is: [C:8]([C:5]1[N:6]([CH3:7])[C:2]([NH:1][C:28](=[O:29])[CH2:27][CH:26]([CH3:31])[CH2:25][C:23]([NH:22][C:18]2[CH:17]=[C:16]3[C:21](=[CH:20][CH:19]=2)[N:12]([CH2:10][CH3:11])[C:13](=[O:35])[N:14]([CH2:33][CH3:34])[C:15]3=[O:32])=[O:24])=[CH:3][CH:4]=1)#[N:9]. (7) Given the reactants Br[C:2]1[CH:7]=[CH:6][C:5]([Cl:8])=[C:4]([CH2:9][C:10]2[CH:15]=[CH:14][C:13]([CH2:16][O:17][CH:18]3[CH2:20][CH2:19]3)=[CH:12][CH:11]=2)[CH:3]=1.[Li][CH2:22]CCC.C[Si](C)(C)[O:28][C@@H:29]1[C@@H:34]([O:35][Si](C)(C)C)[C@H:33]([O:40][Si](C)(C)C)[C@@H:32]([CH2:45][O:46][Si](C)(C)C)[O:31][C:30]1=[O:51].CS(O)(=O)=O, predict the reaction product. The product is: [Cl:8][C:5]1[CH:6]=[CH:7][C:2]([C:30]2([O:51][CH3:22])[C@H:29]([OH:28])[C@@H:34]([OH:35])[C@H:33]([OH:40])[C@@H:32]([CH2:45][OH:46])[O:31]2)=[CH:3][C:4]=1[CH2:9][C:10]1[CH:15]=[CH:14][C:13]([CH2:16][O:17][CH:18]2[CH2:20][CH2:19]2)=[CH:12][CH:11]=1.